From a dataset of Peptide-MHC class II binding affinity with 134,281 pairs from IEDB. Regression. Given a peptide amino acid sequence and an MHC pseudo amino acid sequence, predict their binding affinity value. This is MHC class II binding data. (1) The peptide sequence is LRECTIQKMEITHSS. The MHC is H-2-IAd with pseudo-sequence H-2-IAd. The binding affinity (normalized) is 0.434. (2) The peptide sequence is GELSIVDKIDAAFKI. The MHC is DRB1_0802 with pseudo-sequence DRB1_0802. The binding affinity (normalized) is 0.575. (3) The peptide sequence is RNMVITCQGSDDIRK. The MHC is DRB1_0101 with pseudo-sequence DRB1_0101. The binding affinity (normalized) is 0.393. (4) The peptide sequence is NCVLKKSTNGLRIKS. The MHC is DRB1_1501 with pseudo-sequence DRB1_1501. The binding affinity (normalized) is 0.527. (5) The peptide sequence is ITAMSEVQKVSQPAT. The MHC is HLA-DPA10103-DPB10301 with pseudo-sequence HLA-DPA10103-DPB10301. The binding affinity (normalized) is 0.139. (6) The MHC is DRB3_0202 with pseudo-sequence DRB3_0202. The peptide sequence is SADEVQRMMAEIDTD. The binding affinity (normalized) is 0. (7) The peptide sequence is REYAAVAEELGALLA. The MHC is HLA-DQA10501-DQB10201 with pseudo-sequence HLA-DQA10501-DQB10201. The binding affinity (normalized) is 0.567.